From a dataset of Forward reaction prediction with 1.9M reactions from USPTO patents (1976-2016). Predict the product of the given reaction. Given the reactants [CH3:1][CH:2]([CH3:17])[CH2:3][C:4]([N:6]1[CH2:11][CH2:10][CH2:9][C@H:8]([C:12](OCC)=[O:13])[CH2:7]1)=[O:5].[Li+].[Cl-].[BH4-].[Na+].C(O)(=O)CC(CC(O)=O)(C(O)=O)O, predict the reaction product. The product is: [OH:13][CH2:12][C@H:8]1[CH2:9][CH2:10][CH2:11][N:6]([C:4](=[O:5])[CH2:3][CH:2]([CH3:1])[CH3:17])[CH2:7]1.